From a dataset of Forward reaction prediction with 1.9M reactions from USPTO patents (1976-2016). Predict the product of the given reaction. Given the reactants [CH3:1][C:2]1([CH3:16])[CH2:11][CH2:10][C:9]([CH3:13])([CH3:12])[C:8]2[N:7]=[C:6]([CH2:14][OH:15])[CH:5]=[N:4][C:3]1=2.C(N(CC)CC)C.O.C(OCC)(=O)C.CCCCCC, predict the reaction product. The product is: [CH3:1][C:2]1([CH3:16])[CH2:11][CH2:10][C:9]([CH3:12])([CH3:13])[C:8]2[N:7]=[C:6]([CH:14]=[O:15])[CH:5]=[N:4][C:3]1=2.